From a dataset of Full USPTO retrosynthesis dataset with 1.9M reactions from patents (1976-2016). Predict the reactants needed to synthesize the given product. (1) The reactants are: Br[C:2]1[CH:7]=[CH:6][C:5]([C:8]2[N:9]([C:24]3[CH:29]=[CH:28][C:27]([Cl:30])=[CH:26][CH:25]=3)[C:10](=[O:23])[C:11]3[CH:16]=[N:15][N:14]([C:17]4[CH:22]=[CH:21][CH:20]=[CH:19][CH:18]=4)[C:12]=3[N:13]=2)=[CH:4][CH:3]=1.[B:31]1([B:31]2[O:35][C:34]([CH3:37])([CH3:36])[C:33]([CH3:39])([CH3:38])[O:32]2)[O:35][C:34]([CH3:37])([CH3:36])[C:33]([CH3:39])([CH3:38])[O:32]1.CC([O-])=O.[K+]. Given the product [Cl:30][C:27]1[CH:26]=[CH:25][C:24]([N:9]2[C:10](=[O:23])[C:11]3[CH:16]=[N:15][N:14]([C:17]4[CH:22]=[CH:21][CH:20]=[CH:19][CH:18]=4)[C:12]=3[N:13]=[C:8]2[C:5]2[CH:4]=[CH:3][C:2]([B:31]3[O:35][C:34]([CH3:37])([CH3:36])[C:33]([CH3:39])([CH3:38])[O:32]3)=[CH:7][CH:6]=2)=[CH:29][CH:28]=1, predict the reactants needed to synthesize it. (2) The reactants are: [S:1]([N:11]1[C:15]2=[N:16][CH:17]=[C:18]([CH:20](O)[CH2:21][CH:22]=[CH2:23])[N:19]=[C:14]2[CH:13]=[CH:12]1)([C:4]1[CH:10]=[CH:9][C:7]([CH3:8])=[CH:6][CH:5]=1)(=[O:3])=[O:2].S(Cl)(Cl)=O.C([O-])(O)=O.[Na+].[N-:34]=[N+:35]=[N-:36].[Na+]. Given the product [N:34]([CH:20]([C:18]1[N:19]=[C:14]2[CH:13]=[CH:12][N:11]([S:1]([C:4]3[CH:10]=[CH:9][C:7]([CH3:8])=[CH:6][CH:5]=3)(=[O:3])=[O:2])[C:15]2=[N:16][CH:17]=1)[CH2:21][CH:22]=[CH2:23])=[N+:35]=[N-:36], predict the reactants needed to synthesize it. (3) Given the product [Cl:1][C:2]1[CH:3]=[CH:4][C:5]([CH2:6][N:7]([CH2:28][CH3:29])[C:8](=[O:27])[CH2:9][O:10][C:11]2[CH:16]=[CH:15][C:14]([CH2:17][C@H:18]([O:24][CH2:25][CH3:26])[C:19]([OH:21])=[O:20])=[CH:13][CH:12]=2)=[CH:30][CH:31]=1, predict the reactants needed to synthesize it. The reactants are: [Cl:1][C:2]1[CH:31]=[CH:30][C:5]([CH2:6][N:7]([CH2:28][CH3:29])[C:8](=[O:27])[CH2:9][O:10][C:11]2[CH:16]=[CH:15][C:14]([CH2:17][C@H:18]([O:24][CH2:25][CH3:26])[C:19]([O:21]CC)=[O:20])=[CH:13][CH:12]=2)=[CH:4][CH:3]=1.[Li+].[OH-].Cl. (4) Given the product [CH3:8][O:7][C:5](=[O:6])[C:4]1[CH:9]=[CH:10][CH:11]=[C:2]([CH:12]=[CH:13][C:14]2[CH:19]=[CH:18][CH:17]=[CH:16][CH:15]=2)[CH:3]=1, predict the reactants needed to synthesize it. The reactants are: Br[C:2]1[CH:3]=[C:4]([CH:9]=[CH:10][CH:11]=1)[C:5]([O:7][CH3:8])=[O:6].[CH2:12]=[CH:13][C:14]1(B(O)O)[CH:19]=[CH:18][CH:17]=[CH:16][CH2:15]1.C([O-])([O-])=O.[Na+].[Na+].COCCOC. (5) The reactants are: [OH-].[OH-].[C:3]1([B+2])[CH:8]=[CH:7][CH:6]=[CH:5][CH:4]=1.[F-].[K+].Cl[C:13]1[CH:21]=[CH:20][CH:19]=[CH:18][C:14]=1[CH2:15][C:16]#[N:17]. Given the product [C:16]([CH2:15][C:14]1[CH:18]=[CH:19][CH:20]=[CH:21][C:13]=1[C:3]1[CH:8]=[CH:7][CH:6]=[CH:5][CH:4]=1)#[N:17], predict the reactants needed to synthesize it. (6) Given the product [C:1]12([C:11]3[CH:12]=[C:13]([B:23]([OH:24])[OH:22])[CH:14]=[CH:15][C:16]=3[O:17][CH3:18])[CH2:10][CH:5]3[CH2:6][CH:7]([CH2:9][CH:3]([CH2:4]3)[CH2:2]1)[CH2:8]2, predict the reactants needed to synthesize it. The reactants are: [C:1]12([C:11]3[CH:12]=[C:13]([Mg]Br)[CH:14]=[CH:15][C:16]=3[O:17][CH3:18])[CH2:10][CH:5]3[CH2:6][CH:7]([CH2:9][CH:3]([CH2:4]3)[CH2:2]1)[CH2:8]2.C[O:22][B:23](OC)[O:24]C. (7) Given the product [CH3:15][CH:16]([CH3:32])[C:17]([NH:19][C:20]1[CH:25]=[CH:24][CH:23]=[C:22]([CH:26]2[CH2:31][CH2:30][N:29]([CH2:9][C:8]3[CH:11]=[CH:12][CH:13]=[CH:14][C:7]=3[N:1]3[CH2:6][CH2:5][O:4][CH2:3][CH2:2]3)[CH2:28][CH2:27]2)[CH:21]=1)=[O:18], predict the reactants needed to synthesize it. The reactants are: [N:1]1([C:7]2[CH:14]=[CH:13][CH:12]=[CH:11][C:8]=2[CH:9]=O)[CH2:6][CH2:5][O:4][CH2:3][CH2:2]1.[CH3:15][CH:16]([CH3:32])[C:17]([NH:19][C:20]1[CH:25]=[CH:24][CH:23]=[C:22]([CH:26]2[CH2:31][CH2:30][NH:29][CH2:28][CH2:27]2)[CH:21]=1)=[O:18].